This data is from Full USPTO retrosynthesis dataset with 1.9M reactions from patents (1976-2016). The task is: Predict the reactants needed to synthesize the given product. (1) The reactants are: [CH2:1]([S:5][C:6]1[C:11]([CH2:12]O)=[CH:10][CH:9]=[CH:8][N:7]=1)[CH2:2][CH2:3][CH3:4].O=S(Cl)[Cl:16]. Given the product [CH2:1]([S:5][C:6]1[C:11]([CH2:12][Cl:16])=[CH:10][CH:9]=[CH:8][N:7]=1)[CH2:2][CH2:3][CH3:4], predict the reactants needed to synthesize it. (2) Given the product [C:41]([C:36]1[CH:37]=[C:38]2[C:33](=[CH:34][CH:35]=1)[CH:32]=[C:31]([NH:30][C:28]([C@H:9]1[C@H:8]([C:4]3[CH:5]=[CH:6][CH:7]=[C:2]([Cl:1])[C:3]=3[F:44])[C@:12]([C:15]3[CH:20]=[CH:19][C:18]([Cl:21])=[CH:17][C:16]=3[F:22])([C:13]#[N:14])[C@H:11]([CH2:23][C:24]([CH3:27])([CH3:26])[CH3:25])[NH:10]1)=[O:29])[CH:40]=[CH:39]2)(=[O:43])[NH2:46], predict the reactants needed to synthesize it. The reactants are: [Cl:1][C:2]1[C:3]([F:44])=[C:4]([C@@H:8]2[C@:12]([C:15]3[CH:20]=[CH:19][C:18]([Cl:21])=[CH:17][C:16]=3[F:22])([C:13]#[N:14])[C@H:11]([CH2:23][C:24]([CH3:27])([CH3:26])[CH3:25])[NH:10][C@H:9]2[C:28]([NH:30][C:31]2[CH:32]=[C:33]3[C:38](=[CH:39][CH:40]=2)[CH:37]=[C:36]([C:41]([OH:43])=O)[CH:35]=[CH:34]3)=[O:29])[CH:5]=[CH:6][CH:7]=1.C[N:46](C(ON1N=NC2C=CC=NC1=2)=[N+](C)C)C.F[P-](F)(F)(F)(F)F.CCN(C(C)C)C(C)C.N. (3) Given the product [CH3:3][CH:2]([O:4][C:5]1[CH:6]=[C:7]([O:11][C:12]2[N:13]=[CH:14][C:15]([NH2:18])=[CH:16][CH:17]=2)[CH:8]=[CH:9][CH:10]=1)[CH3:1], predict the reactants needed to synthesize it. The reactants are: [CH3:1][CH:2]([O:4][C:5]1[CH:6]=[C:7]([O:11][C:12]2[CH:17]=[CH:16][C:15]([N+:18]([O-])=O)=[CH:14][N:13]=2)[CH:8]=[CH:9][CH:10]=1)[CH3:3]. (4) Given the product [Cl:19][C:14]1[CH:15]=[CH:16][CH:17]=[CH:18][C:13]=1[N:12]1[C:11](=[O:20])[C:10]2[C:5](=[CH:6][CH:7]=[C:8]([F:21])[CH:9]=2)[N:4]=[C:3]1[CH2:2][S:23][C:24]1[N:32]=[CH:31][N:30]=[C:29]2[C:25]=1[N:26]=[CH:27][NH:28]2, predict the reactants needed to synthesize it. The reactants are: Cl[CH2:2][C:3]1[N:12]([C:13]2[CH:18]=[CH:17][CH:16]=[CH:15][C:14]=2[Cl:19])[C:11](=[O:20])[C:10]2[C:5](=[CH:6][CH:7]=[C:8]([F:21])[CH:9]=2)[N:4]=1.O.[SH:23][C:24]1[N:32]=[CH:31][N:30]=[C:29]2[C:25]=1[NH:26][CH:27]=[N:28]2.C([O-])([O-])=O.[K+].[K+]. (5) Given the product [CH3:1][O:2][C:3]([C:5]1[NH:6][C:7]2[C:12]([CH:13]=1)=[CH:11][CH:10]=[C:9]([NH:14][C:57]([C:52]1[NH:53][C:54]3[C:50]([CH:51]=1)=[CH:49][C:48]([C:46](=[O:47])[NH:45][CH2:44][CH2:43][O:42][C:39](=[O:41])[CH3:40])=[CH:56][CH:55]=3)=[O:59])[CH:8]=2)=[O:4], predict the reactants needed to synthesize it. The reactants are: [CH3:1][O:2][C:3]([C:5]1[NH:6][C:7]2[C:12]([CH:13]=1)=[CH:11][CH:10]=[C:9]([NH:14]C(C1NC3C(C=1)=CC(C(=O)NCCNC(OC(C)(C)C)=O)=CC=3)=O)[CH:8]=2)=[O:4].[C:39]([O:42][CH2:43][CH2:44][NH:45][C:46]([C:48]1[CH:49]=[C:50]2[C:54](=[CH:55][CH:56]=1)[NH:53][C:52]([C:57]([OH:59])=O)=[CH:51]2)=[O:47])(=[O:41])[CH3:40]. (6) Given the product [C:5]1([CH2:4][CH:3]([NH:11][C:12](=[O:21])[O:13][CH2:14][C:15]2[CH:20]=[CH:19][CH:18]=[CH:17][CH:16]=2)[C:1]2[NH:24][N:23]=[N:22][N:2]=2)[CH:10]=[CH:9][CH:8]=[CH:7][CH:6]=1, predict the reactants needed to synthesize it. The reactants are: [C:1]([CH:3]([NH:11][C:12](=[O:21])[O:13][CH2:14][C:15]1[CH:20]=[CH:19][CH:18]=[CH:17][CH:16]=1)[CH2:4][C:5]1[CH:10]=[CH:9][CH:8]=[CH:7][CH:6]=1)#[N:2].[N-:22]=[N+:23]=[N-:24].[Na+].Cl. (7) Given the product [CH3:5][O:6][C:7]1[N:12]=[C:11]2[NH:13][CH:14]=[C:15]([C:21]([C:20]3[CH:24]=[C:25]([O:29][CH3:30])[C:26]([O:27][CH3:28])=[C:18]([O:17][CH3:16])[CH:19]=3)=[O:22])[C:10]2=[CH:9][CH:8]=1, predict the reactants needed to synthesize it. The reactants are: C([Mg]Br)C.[CH3:5][O:6][C:7]1[N:12]=[C:11]2[NH:13][CH:14]=[CH:15][C:10]2=[CH:9][CH:8]=1.[CH3:16][O:17][C:18]1[CH:19]=[C:20]([CH:24]=[C:25]([O:29][CH3:30])[C:26]=1[O:27][CH3:28])[C:21](Cl)=[O:22].[Cl-].[Al+3].[Cl-].[Cl-].